The task is: Predict which catalyst facilitates the given reaction.. This data is from Catalyst prediction with 721,799 reactions and 888 catalyst types from USPTO. (1) Product: [Cl:16][C:17]1[CH:18]=[C:19]2[C:23](=[CH:24][CH:25]=1)[N:22]([CH3:26])[C:21]([C:27]1[CH:32]=[CH:31][C:30]([Cl:33])=[CH:29][CH:28]=1)=[C:20]2[CH2:34][CH2:35][C:36]([N:11]1[CH2:12][CH2:13][C:8]([CH2:7][C:1]2[CH:2]=[CH:3][CH:4]=[CH:5][CH:6]=2)([OH:14])[CH2:9][CH2:10]1)=[NH:40]. Reactant: [C:1]1([CH2:7][C:8]2([OH:14])[CH2:13][CH2:12][NH:11][CH2:10][CH2:9]2)[CH:6]=[CH:5][CH:4]=[CH:3][CH:2]=1.Cl.[Cl:16][C:17]1[CH:18]=[C:19]2[C:23](=[CH:24][CH:25]=1)[N:22]([CH3:26])[C:21]([C:27]1[CH:32]=[CH:31][C:30]([Cl:33])=[CH:29][CH:28]=1)=[C:20]2[CH2:34][CH2:35][C:36](=[NH:40])OCC. The catalyst class is: 5. (2) Reactant: Br[C:2]1[CH:11]=[C:10]([C:12]([N:14]2[CH2:19][CH2:18][CH:17]([N:20]3[CH2:32][CH2:31][CH2:30][C:22]4([C:26](=[O:27])[O:25][C:24]([CH3:29])([CH3:28])[CH2:23]4)[CH2:21]3)[CH2:16][CH2:15]2)=[O:13])[C:9]2[C:4](=[CH:5][CH:6]=[CH:7][CH:8]=2)[N:3]=1.[NH:33]1[CH2:38][CH2:37][CH:36]([C:39]([O:41][CH2:42][CH3:43])=[O:40])[CH2:35][CH2:34]1.C(=O)([O-])[O-].[K+].[K+].CS(C)=O. Product: [CH3:28][C:24]1([CH3:29])[CH2:23][C:22]2([CH2:30][CH2:31][CH2:32][N:20]([CH:17]3[CH2:18][CH2:19][N:14]([C:12]([C:10]4[C:9]5[C:4](=[CH:5][CH:6]=[CH:7][CH:8]=5)[N:3]=[C:2]([N:33]5[CH2:38][CH2:37][CH:36]([C:39]([O:41][CH2:42][CH3:43])=[O:40])[CH2:35][CH2:34]5)[CH:11]=4)=[O:13])[CH2:15][CH2:16]3)[CH2:21]2)[C:26](=[O:27])[O:25]1. The catalyst class is: 13. (3) Reactant: [CH2:1]([N:8]1[C:16]2[C:15]3=[N:17][C@H:18]([CH2:20][C:21]4[CH:26]=[CH:25][CH:24]=[CH:23][CH:22]=4)[CH2:19][N:14]3[C:13](Cl)=[N:12][C:11]=2[N:10]=[C:9]1[CH:28]1[CH2:32][CH2:31][CH2:30][CH2:29]1)[C:2]1[CH:7]=[CH:6][CH:5]=[CH:4][CH:3]=1.[OH-:33].[Na+]. The catalyst class is: 12. Product: [CH2:1]([N:8]1[C:16]2[C:15]3=[N:17][C@H:18]([CH2:20][C:21]4[CH:26]=[CH:25][CH:24]=[CH:23][CH:22]=4)[CH2:19][N:14]3[C:13](=[O:33])[NH:12][C:11]=2[N:10]=[C:9]1[CH:28]1[CH2:32][CH2:31][CH2:30][CH2:29]1)[C:2]1[CH:7]=[CH:6][CH:5]=[CH:4][CH:3]=1. (4) Reactant: [F:1][C:2]1[C:7]([F:8])=[C:6]([F:9])[CH:5]=[CH:4][C:3]=1[N+:10]([O-])=O.[C:13]([O:18][CH2:19][CH3:20])(=[O:17])[C:14]([CH3:16])=O.Cl. Product: [F:1][C:2]1[C:7]([F:8])=[C:6]([F:9])[CH:5]=[CH:4][C:3]=1[NH:10][CH:14]([CH3:16])[C:13]([O:18][CH2:19][CH3:20])=[O:17]. The catalyst class is: 29. (5) Reactant: [C:1]([O:5][C:6](=[O:20])[N:7]([CH2:9][C@H:10]1[CH2:15][CH2:14][C@H:13]([CH2:16][CH2:17][CH2:18][OH:19])[CH2:12][CH2:11]1)[CH3:8])([CH3:4])([CH3:3])C.Cl.ClC(OC1C=[CH:30][C:29]([Cl:32])=[CH:28]C=1)=O. Product: [Cl:32][C:29]1[CH:30]=[CH:3][C:1]([O:5][C:6](=[O:20])[N:7]([CH2:9][C@H:10]2[CH2:11][CH2:12][C@H:13]([CH2:16][CH2:17][CH2:18][OH:19])[CH2:14][CH2:15]2)[CH3:8])=[CH:4][CH:28]=1. The catalyst class is: 24. (6) Reactant: Br[C:2]1[CH:3]=[C:4]2[C:8](=[CH:9][CH:10]=1)[NH:7][N:6]=[CH:5]2.[I-:11].[Na+].CN[C@@H]1CCCC[C@H]1NC. Product: [I:11][C:2]1[CH:3]=[C:4]2[C:8](=[CH:9][CH:10]=1)[NH:7][N:6]=[CH:5]2. The catalyst class is: 830. (7) Reactant: O=[C:2]1[CH2:5][N:4]([C:6]([O:8][C:9]([CH3:12])([CH3:11])[CH3:10])=[O:7])[CH2:3]1.[NH:13]1[CH2:18][CH2:17][O:16][CH2:15][CH2:14]1.[BH-](OC(C)=O)(OC(C)=O)OC(C)=O.[Na+].C([O-])([O-])=O.[Na+].[Na+]. Product: [O:16]1[CH2:17][CH2:18][N:13]([CH:2]2[CH2:5][N:4]([C:6]([O:8][C:9]([CH3:12])([CH3:11])[CH3:10])=[O:7])[CH2:3]2)[CH2:14][CH2:15]1. The catalyst class is: 26.